From a dataset of Full USPTO retrosynthesis dataset with 1.9M reactions from patents (1976-2016). Predict the reactants needed to synthesize the given product. (1) Given the product [NH2:8][CH2:9][CH2:10][CH2:11][N:12]1[CH2:17][CH2:16][C:15](=[O:18])[NH:14][C:13]1=[O:19], predict the reactants needed to synthesize it. The reactants are: C1(C[N:8](CC2C=CC=CC=2)[CH2:9][CH2:10][CH2:11][N:12]2[CH2:17][CH2:16][C:15](=[O:18])[NH:14][C:13]2=[O:19])C=CC=CC=1.[H][H]. (2) The reactants are: [C:1]1([NH:11][C:12](=O)[CH2:13][C:14]2[CH:19]=[CH:18][CH:17]=[C:16]([O:20][CH2:21][C:22]3[CH:27]=[CH:26][CH:25]=[CH:24][CH:23]=3)[CH:15]=2)[C:10]2[C:5](=[CH:6][CH:7]=[CH:8][CH:9]=2)[CH:4]=[CH:3][CH:2]=1. Given the product [C:1]1([NH:11][CH2:12][CH2:13][C:14]2[CH:19]=[CH:18][CH:17]=[C:16]([O:20][CH2:21][C:22]3[CH:27]=[CH:26][CH:25]=[CH:24][CH:23]=3)[CH:15]=2)[C:10]2[C:5](=[CH:6][CH:7]=[CH:8][CH:9]=2)[CH:4]=[CH:3][CH:2]=1, predict the reactants needed to synthesize it. (3) Given the product [CH3:7][O:8][C:9]1[CH:14]=[CH:13][C:12]([NH:15][CH2:29][CH2:28][CH2:27][O:26][C:17]2[CH:18]=[CH:19][C:20]3[C:25](=[CH:24][CH:23]=[CH:22][CH:21]=3)[CH:16]=2)=[CH:11][CH:10]=1, predict the reactants needed to synthesize it. The reactants are: C(=O)([O-])[O-].[K+].[K+].[CH3:7][O:8][C:9]1[CH:14]=[CH:13][C:12]([NH2:15])=[CH:11][CH:10]=1.[CH:16]1[C:25]2[C:20](=[CH:21][CH:22]=[CH:23][CH:24]=2)[CH:19]=[CH:18][C:17]=1[O:26][CH2:27][CH2:28][CH2:29]Cl. (4) Given the product [F:1][C:2]([F:35])([CH2:27][O:28][C:29]1[CH:34]=[CH:33][CH:32]=[CH:31][CH:30]=1)/[CH:3]=[CH:4]/[C@@H:5]1[C@@H:6]2[C@@H:7]([O:25][C:24](=[O:26])[CH2:23][CH2:22][CH2:21][CH:20]=[CH:19][CH2:18]2)[CH2:8][C@H:9]1[O:10][CH:11]1[CH2:16][CH2:15][CH2:14][CH2:13][O:12]1, predict the reactants needed to synthesize it. The reactants are: [F:1][C:2]([F:35])([CH2:27][O:28][C:29]1[CH:34]=[CH:33][CH:32]=[CH:31][CH:30]=1)/[CH:3]=[CH:4]/[C@H:5]1[C@H:9]([O:10][CH:11]2[CH2:16][CH2:15][CH2:14][CH2:13][O:12]2)[CH2:8][C@H:7](O)[C@@H:6]1[CH2:18]/[CH:19]=[CH:20]\[CH2:21][CH2:22][CH2:23][C:24]([OH:26])=[O:25].C1C=C(SSC2N=CC=CC=2)N=CC=1.C1(P(C2C=CC=CC=2)C2C=CC=CC=2)C=CC=CC=1. (5) Given the product [C:1]([C@@H:3]([NH:12][C:13]([C:15]1([NH:21][C:22](=[O:28])[O:23][C:24]([CH3:27])([CH3:26])[CH3:25])[CH2:20][CH2:19][O:18][CH2:17][CH2:16]1)=[O:14])[CH2:4][C:5]1[CH:10]=[CH:9][C:8]([C:42]2[CH:43]=[CH:44][C:45]3[O:49][C:48](=[O:50])[NH:47][C:46]=3[CH:51]=2)=[CH:7][CH:6]=1)#[N:2], predict the reactants needed to synthesize it. The reactants are: [C:1]([C@@H:3]([NH:12][C:13]([C:15]1([NH:21][C:22](=[O:28])[O:23][C:24]([CH3:27])([CH3:26])[CH3:25])[CH2:20][CH2:19][O:18][CH2:17][CH2:16]1)=[O:14])[CH2:4][C:5]1[CH:10]=[CH:9][C:8](I)=[CH:7][CH:6]=1)#[N:2].C([O-])(=O)C.[K+].CC1(C)C(C)(C)OB([C:42]2[CH:43]=[CH:44][C:45]3[O:49][C:48](=[O:50])[NH:47][C:46]=3[CH:51]=2)O1.